Dataset: Peptide-MHC class II binding affinity with 134,281 pairs from IEDB. Task: Regression. Given a peptide amino acid sequence and an MHC pseudo amino acid sequence, predict their binding affinity value. This is MHC class II binding data. (1) The peptide sequence is PSSQVSFQQPLQQYPLGQGS. The MHC is DRB4_0101 with pseudo-sequence DRB4_0103. The binding affinity (normalized) is 0.823. (2) The peptide sequence is GEPLSYTRFSLARQV. The MHC is HLA-DQA10101-DQB10501 with pseudo-sequence HLA-DQA10101-DQB10501. The binding affinity (normalized) is 0.533. (3) The peptide sequence is AWVDSGAQLGELYYA. The MHC is DRB5_0101 with pseudo-sequence DRB5_0101. The binding affinity (normalized) is 0.229.